From a dataset of Full USPTO retrosynthesis dataset with 1.9M reactions from patents (1976-2016). Predict the reactants needed to synthesize the given product. (1) Given the product [C:1]([O:5][C:6](=[O:19])[NH:7][CH2:8][CH2:9][C@H:10]([NH2:18])[C:11]1[CH:16]=[CH:15][CH:14]=[C:13]([Cl:17])[CH:12]=1)([CH3:4])([CH3:2])[CH3:3], predict the reactants needed to synthesize it. The reactants are: [C:1]([O:5][C:6](=[O:19])[NH:7][CH2:8][CH2:9][CH:10]([NH2:18])[C:11]1[CH:16]=[CH:15][CH:14]=[C:13]([Cl:17])[CH:12]=1)([CH3:4])([CH3:3])[CH3:2].CO. (2) Given the product [CH2:6]=[C:5]1[CH2:7][O:18][CH2:17][CH2:16][N:15]([C:14]([O:13][C:9]([CH3:12])([CH3:11])[CH3:10])=[O:19])[CH2:4]1, predict the reactants needed to synthesize it. The reactants are: [H-].[Na+].Cl[CH2:4][C:5]([CH2:7]Cl)=[CH2:6].[C:9]([O:13][C:14](=[O:19])[NH:15][CH2:16][CH2:17][OH:18])([CH3:12])([CH3:11])[CH3:10].